From a dataset of Full USPTO retrosynthesis dataset with 1.9M reactions from patents (1976-2016). Predict the reactants needed to synthesize the given product. (1) Given the product [C:1]([C:5]1[CH:6]=[C:7]([NH:10][C:11]([NH:13][C:14]2[C:23]3[C:18](=[CH:19][CH:20]=[CH:21][CH:22]=3)[C:17]([O:24][CH2:25][CH2:26][N:27]3[CH2:32][CH2:31][O:30][CH2:29][CH2:28]3)=[CH:16][CH:15]=2)=[O:12])[N:8]([C:34]2[CH:39]=[CH:38][C:37]([CH3:40])=[CH:36][CH:35]=2)[N:9]=1)([CH3:4])([CH3:2])[CH3:3], predict the reactants needed to synthesize it. The reactants are: [C:1]([C:5]1[CH:6]=[C:7]([NH:10][C:11]([NH:13][C:14]2[C:23]3[C:18](=[CH:19][CH:20]=[CH:21][CH:22]=3)[C:17]([O:24][CH2:25][CH2:26][N:27]3[CH2:32][CH2:31][O:30][CH2:29][CH2:28]3)=[CH:16][CH:15]=2)=[O:12])[NH:8][N:9]=1)([CH3:4])([CH3:3])[CH3:2].B(O)(O)[C:34]1[CH:35]=[CH:36][C:37]([CH3:40])=[CH:38][CH:39]=1.N1C=CC=CC=1. (2) Given the product [C:1]([O:6][CH:7]([O:9][CH2:10][CH3:11])[CH3:8])(=[O:5])[C:2]([CH3:4])=[CH2:3].[C:12]([O:17][CH2:18][C:19]1[CH:20]=[CH:21][CH:22]=[CH:23][CH:24]=1)(=[O:16])[C:13]([CH3:15])=[CH2:14].[C:7]([O:9][CH:10]([CH3:11])[CH2:12][O:17][CH3:18])(=[O:6])[CH3:8], predict the reactants needed to synthesize it. The reactants are: [C:1]([O:6][CH:7]([O:9][CH2:10][CH3:11])[CH3:8])(=[O:5])[C:2]([CH3:4])=[CH2:3].[C:12]([O:17][CH2:18][C:19]1[CH:24]=[CH:23][CH:22]=[CH:21][CH:20]=1)(=[O:16])[C:13]([CH3:15])=[CH2:14].C(C(C)=O)C(C)C.N(C(C)(CC)C([O-])=O)=NC(C)(CC)C([O-])=O.